Predict the reaction yield, written as a fraction of the theoretical maximum amount of product (1.0 means a 100% yield; for example, 0.34 means a 34% yield). From a dataset of Reaction yield outcomes from USPTO patents with 853,638 reactions. (1) The reactants are [NH2:1][CH2:2][CH2:3][CH2:4][CH2:5][C:6]1[CH:11]=[CH:10][C:9]([S:12]([NH:15][C@@H:16]([CH:20]([CH3:22])[CH3:21])[C:17]([NH2:19])=[O:18])(=[O:14])=[O:13])=[CH:8][CH:7]=1.C(N(C(C)C)CC)(C)C.I.[NH2:33][C:34]1[C:35]([C:42]([NH:44][C:45](=[NH:48])SC)=[O:43])=[N:36][C:37]([Cl:41])=[C:38]([NH2:40])[N:39]=1. The catalyst is C(O)C. The product is [NH2:33][C:34]1[C:35]([C:42]([N:44]=[C:45]([NH2:48])[NH:1][CH2:2][CH2:3][CH2:4][CH2:5][C:6]2[CH:7]=[CH:8][C:9]([S:12]([NH:15][C@@H:16]([CH:20]([CH3:22])[CH3:21])[C:17]([NH2:19])=[O:18])(=[O:14])=[O:13])=[CH:10][CH:11]=2)=[O:43])=[N:36][C:37]([Cl:41])=[C:38]([NH2:40])[N:39]=1. The yield is 0.540. (2) The reactants are [F:1][C:2]([F:15])([F:14])[C:3]([NH:5][C:6]1[CH:11]=[CH:10][C:9]([S:12][CH3:13])=[CH:8][CH:7]=1)=[O:4].[F:16][C:17]([S:20]([NH2:23])(=[O:22])=[O:21])([F:19])[F:18].[O-2].[Mg+2].C(O)(=O)C.C(O)(=O)C.IC1C=CC=CC=1. The catalyst is CC([O-])=O.CC([O-])=O.CC([O-])=O.CC([O-])=O.[Rh+2].[Rh+2].ClCCl. The product is [CH3:13][S:12]([C:9]1[CH:10]=[CH:11][C:6]([NH:5][C:3](=[O:4])[C:2]([F:1])([F:14])[F:15])=[CH:7][CH:8]=1)=[N:23][S:20]([C:17]([F:19])([F:18])[F:16])(=[O:22])=[O:21]. The yield is 0.910.